From a dataset of Forward reaction prediction with 1.9M reactions from USPTO patents (1976-2016). Predict the product of the given reaction. (1) Given the reactants CC(S([NH:7][CH:8]([C:10]1[CH:15]=[CH:14][C:13]([C:16]2[C:25]([C:26]3[CH:31]=[CH:30][CH:29]=[CH:28][CH:27]=3)=[CH:24][C:23]3[C:22]4=[N:32][N:33]=[CH:34][N:21]4[CH:20]=[CH:19][C:18]=3[N:17]=2)=[CH:12][CH:11]=1)[CH3:9])=O)(C)C.Cl.O, predict the reaction product. The product is: [C:26]1([C:25]2[C:16]([C:13]3[CH:12]=[CH:11][C:10]([CH:8]([NH2:7])[CH3:9])=[CH:15][CH:14]=3)=[N:17][C:18]3[CH:19]=[CH:20][N:21]4[CH:34]=[N:33][N:32]=[C:22]4[C:23]=3[CH:24]=2)[CH:31]=[CH:30][CH:29]=[CH:28][CH:27]=1. (2) Given the reactants [F:1][C:2]1[CH:7]=[CH:6][C:5]([C:8](=O)[CH2:9][C:10](=O)[CH3:11])=[CH:4][CH:3]=1.S(=O)(=O)(O)O.[C:19]1([CH2:25][CH2:26][NH:27][NH2:28])[CH:24]=[CH:23][CH:22]=[CH:21][CH:20]=1.C(N(CC)CC)C.FC(F)(F)C(O)=O, predict the reaction product. The product is: [F:1][C:2]1[CH:7]=[CH:6][C:5]([C:8]2[N:27]([CH2:26][CH2:25][C:19]3[CH:24]=[CH:23][CH:22]=[CH:21][CH:20]=3)[N:28]=[C:10]([CH3:11])[CH:9]=2)=[CH:4][CH:3]=1.